This data is from Catalyst prediction with 721,799 reactions and 888 catalyst types from USPTO. The task is: Predict which catalyst facilitates the given reaction. (1) Reactant: [CH3:1][C:2]1[CH:7]=[CH:6][C:5]([C:8](=[O:13])[CH2:9][CH2:10][CH2:11][CH3:12])=[CH:4][CH:3]=1.[F:14][C:15]([F:26])([F:25])[C:16]1[CH:21]=[CH:20]C(B(O)O)=[CH:18][CH:17]=1.C([O-])([O-])=O.[Na+].[Na+]. Product: [F:14][C:15]([F:26])([F:25])[C:16]1[CH:21]=[CH:20][C:1]([C:2]2[CH:7]=[CH:6][C:5]([C:8](=[O:13])[CH2:9][CH2:10][CH2:11][CH3:12])=[CH:4][CH:3]=2)=[CH:18][CH:17]=1. The catalyst class is: 108. (2) Reactant: [C:1]([N:4]1[CH2:8][CH2:7][CH2:6][C@H:5]1[CH2:9][C:10]#[N:11])(=O)[CH3:2].[H-].[Al+3].[Li+].[H-].[H-].[H-].C(O)C. Product: [CH2:1]([N:4]1[CH2:8][CH2:7][CH2:6][C@H:5]1[CH2:9][CH2:10][NH2:11])[CH3:2]. The catalyst class is: 1. (3) The catalyst class is: 143. Product: [F:19][CH2:18][C:3]1([CH2:2][F:1])[CH:8]=[C:7]([O:9][S:22]([C:21]([F:34])([F:33])[F:20])(=[O:24])=[O:23])[C:6]2[CH:10]=[C:11]([C:14]([F:17])([F:15])[F:16])[CH:12]=[CH:13][C:5]=2[O:4]1. Reactant: [F:1][CH2:2][C:3]1([CH2:18][F:19])[CH2:8][C:7](=[O:9])[C:6]2[CH:10]=[C:11]([C:14]([F:17])([F:16])[F:15])[CH:12]=[CH:13][C:5]=2[O:4]1.[F:20][C:21]([F:34])([F:33])[S:22](O[S:22]([C:21]([F:34])([F:33])[F:20])(=[O:24])=[O:23])(=[O:24])=[O:23]. (4) Reactant: [Cl:1][C:2]1[CH:3]=[C:4]([OH:9])[CH:5]=[CH:6][C:7]=1[Cl:8].C([O-])([O-])=O.[K+].[K+].Cl[C:17]1[N:24]=[CH:23][CH:22]=[CH:21][C:18]=1[CH:19]=[O:20]. Product: [Cl:1][C:2]1[CH:3]=[C:4]([CH:5]=[CH:6][C:7]=1[Cl:8])[O:9][C:17]1[N:24]=[CH:23][CH:22]=[CH:21][C:18]=1[CH:19]=[O:20]. The catalyst class is: 18. (5) The catalyst class is: 18. Reactant: [Cl:1][C:2]1[CH:3]=[C:4]([C:21]2[C:22]([C:27](O)=[O:28])=[CH:23][CH:24]=[CH:25][CH:26]=2)[CH:5]=[CH:6][C:7]=1[CH2:8][CH:9]1[CH2:13][CH2:12][N:11]([CH:14]2[CH2:19][CH2:18][CH2:17][CH2:16][CH2:15]2)[C:10]1=[O:20].CCN=C=NCCCN(C)C.C1C=CC2N(O)N=NC=2C=1.C(N(CC)CC)C.[CH3:58][N:59]1[CH2:64][CH2:63][NH:62][CH2:61][CH2:60]1. Product: [ClH:1].[Cl:1][C:2]1[CH:3]=[C:4]([C:21]2[CH:26]=[CH:25][CH:24]=[CH:23][C:22]=2[C:27]([N:62]2[CH2:63][CH2:64][N:59]([CH3:58])[CH2:60][CH2:61]2)=[O:28])[CH:5]=[CH:6][C:7]=1[CH2:8][CH:9]1[CH2:13][CH2:12][N:11]([CH:14]2[CH2:15][CH2:16][CH2:17][CH2:18][CH2:19]2)[C:10]1=[O:20]. (6) Reactant: C(N(CC)CC)C.[CH2:8]([S:12](Cl)(=[O:14])=[O:13])[CH2:9][CH2:10][CH3:11].I.[CH:17]12[CH2:28][CH2:27][CH:20]([CH2:21][CH:22]1[C:23]([O:25][CH3:26])=[O:24])[CH2:19][NH:18]2. Product: [CH2:8]([S:12]([N:18]1[CH2:19][C@H:20]2[CH2:27][CH2:28][C@@H:17]1[C@H:22]([C:23]([O:25][CH3:26])=[O:24])[CH2:21]2)(=[O:14])=[O:13])[CH2:9][CH2:10][CH3:11]. The catalyst class is: 22. (7) Reactant: [NH2:1][C:2]1[CH:3]=[C:4]([CH:8]=[CH:9][C:10]=1[NH:11][CH:12]1[CH2:17][CH2:16][O:15][CH2:14][CH2:13]1)[C:5]([OH:7])=[O:6].[C:18]([O:21][CH2:22][C:23](Cl)=O)(=[O:20])[CH3:19]. Product: [C:18]([O:21][CH2:22][C:23]1[N:11]([CH:12]2[CH2:17][CH2:16][O:15][CH2:14][CH2:13]2)[C:10]2[CH:9]=[CH:8][C:4]([C:5]([OH:7])=[O:6])=[CH:3][C:2]=2[N:1]=1)(=[O:20])[CH3:19]. The catalyst class is: 12.